Dataset: Choline transporter screen with 302,306 compounds. Task: Binary Classification. Given a drug SMILES string, predict its activity (active/inactive) in a high-throughput screening assay against a specified biological target. (1) The molecule is OC(=O)C1C(CCCC1)C(=O)Nc1cc(C(=O)N2CCCCC2)ccc1. The result is 0 (inactive). (2) The drug is O=c1[nH]c2c(cc1CN(CCN(C)C)C(=O)Nc1ccccc1)cc(cc2)CC. The result is 0 (inactive). (3) The compound is S(=O)(=O)(c1nc(oc1SC)c1sccc1)c1ccccc1. The result is 0 (inactive). (4) The molecule is S(c1n(N)c(nn1)c1ccccc1)CC(=O)Nc1cc(cc(c1)C)C. The result is 0 (inactive). (5) The drug is Clc1cc2nc3c(CCCC3)c(SCC(=O)NCCCN3CCOCC3)c2cc1. The result is 1 (active). (6) The drug is BrC=1C(=O)/C(=C\Nc2ccc(N3CCOCC3)cc2)C=C(Cl)C1. The result is 0 (inactive).